Dataset: Forward reaction prediction with 1.9M reactions from USPTO patents (1976-2016). Task: Predict the product of the given reaction. (1) Given the reactants Cl[C:2]1[CH:7]=[CH:6][C:5]([C:8]2[CH:13]=[CH:12][N:11]=[CH:10][N:9]=2)=[CH:4][CH:3]=1.ClC1C=CN=CN=1.ClC1C=CC(B(O)O)=CC=1.[CH:31]1[C:40]2[C:35](=[CH:36][CH:37]=[CH:38][CH:39]=2)[CH:34]=[CH:33][C:32]=1B(O)O, predict the reaction product. The product is: [CH:39]1[C:40]2[C:35](=[CH:34][CH:33]=[CH:32][CH:31]=2)[CH:36]=[CH:37][C:38]=1[C:2]1[CH:7]=[CH:6][C:5]([C:8]2[CH:13]=[CH:12][N:11]=[CH:10][N:9]=2)=[CH:4][CH:3]=1. (2) Given the reactants C(O[C:6]([N:8]1[CH2:13][CH2:12][C@H:11]([OH:14])[C@H:10]([F:15])[CH2:9]1)=O)(C)(C)C.[NH2:16][C:17]1[CH:22]=[CH:21][N:20]=C(Cl)[N:18]=1.C(=O)([O-])[O-].[Cs+].[Cs+], predict the reaction product. The product is: [NH2:18][C:17]1[CH:22]=[CH:21][N:20]=[C:6]([N:8]2[CH2:13][CH2:12][C@H:11]([OH:14])[C@H:10]([F:15])[CH2:9]2)[N:16]=1. (3) Given the reactants [CH2:1]([C:3]1[CH:8]=[CH:7][C:6]([CH:9]2[CH2:14][N:13]([C:15]([N:17]3[CH2:22][CH2:21][O:20][CH2:19][CH2:18]3)=[O:16])[CH2:12][CH:11]([C:23]([OH:25])=O)[CH2:10]2)=[CH:5][CH:4]=1)[CH3:2].O[N:27]=[C:28]([C:30]1[CH:35]=[CH:34][CH:33]=[CH:32][CH:31]=1)[NH2:29], predict the reaction product. The product is: [CH2:1]([C:3]1[CH:8]=[CH:7][C:6]([CH:9]2[CH2:10][CH:11]([C:23]3[O:25][N:29]=[C:28]([C:30]4[CH:35]=[CH:34][CH:33]=[CH:32][CH:31]=4)[N:27]=3)[CH2:12][N:13]([C:15]([N:17]3[CH2:22][CH2:21][O:20][CH2:19][CH2:18]3)=[O:16])[CH2:14]2)=[CH:5][CH:4]=1)[CH3:2].